Dataset: Catalyst prediction with 721,799 reactions and 888 catalyst types from USPTO. Task: Predict which catalyst facilitates the given reaction. (1) Reactant: [N:1]1[CH:6]=[CH:5][CH:4]=[CH:3][C:2]=1[O:7][C:8]1[CH:23]=[CH:22][C:11]([C:12]([O:14]CC2C=CC=CC=2)=[O:13])=[CH:10][CH:9]=1. The catalyst class is: 29. Product: [N:1]1[CH:6]=[CH:5][CH:4]=[CH:3][C:2]=1[O:7][C:8]1[CH:23]=[CH:22][C:11]([C:12]([OH:14])=[O:13])=[CH:10][CH:9]=1. (2) Reactant: [Li+].[OH-].C[O:4][C:5]([C:7]1[CH:8]=[C:9]2[C:13](=[CH:14][CH:15]=1)[N:12]([S:16]([C:19]1[CH:24]=[CH:23][CH:22]=[CH:21][CH:20]=1)(=[O:18])=[O:17])[CH2:11][CH2:10]2)=[O:6]. Product: [C:19]1([S:16]([N:12]2[C:13]3[C:9](=[CH:8][C:7]([C:5]([OH:6])=[O:4])=[CH:15][CH:14]=3)[CH2:10][CH2:11]2)(=[O:18])=[O:17])[CH:20]=[CH:21][CH:22]=[CH:23][CH:24]=1. The catalyst class is: 12. (3) Reactant: [F:1][C:2]([F:11])([F:10])[C:3]1[CH:8]=[CH:7][N:6]=[C:5]([NH2:9])[N:4]=1.[Br:12]N1C(=O)CCC1=O.C(Cl)Cl.[OH-].[Na+]. Product: [Br:12][C:8]1[C:3]([C:2]([F:1])([F:10])[F:11])=[N:4][C:5]([NH2:9])=[N:6][CH:7]=1. The catalyst class is: 22. (4) Reactant: [F:8][C:7]([F:10])([F:9])[C:6](O[C:6](=[O:11])[C:7]([F:10])([F:9])[F:8])=[O:11].[C:14]1([N:24]2[C:28]3=[N:29][CH:30]=[CH:31][CH:32]=[C:27]3[CH:26]=[CH:25]2)[C:23]2[C:18](=[CH:19][CH:20]=[CH:21][CH:22]=2)[CH:17]=[CH:16][N:15]=1. Product: [F:10][C:7]([F:8])([F:9])[C:6]([C:26]1[C:27]2[C:28](=[N:29][CH:30]=[CH:31][CH:32]=2)[N:24]([C:14]2[C:23]3[C:18](=[CH:19][CH:20]=[CH:21][CH:22]=3)[CH:17]=[CH:16][N:15]=2)[CH:25]=1)=[O:11]. The catalyst class is: 9. (5) Reactant: Br[CH2:2][C:3]([O:5][C:6]([CH3:9])([CH3:8])[CH3:7])=[O:4].[C:10](=O)([O-])[O-].[K+].[K+].[Cl:16][C:17]1[CH:22]=[CH:21][C:20]([Cl:23])=[CH:19][C:18]=1[CH:24]1[CH2:29][C:28](=[O:30])[NH:27][C:26]([CH3:31])=[C:25]1[C:32]([O-:34])=[O:33]. Product: [C:6]([O:5][C:3](=[O:4])[CH2:2][N:27]1[C:28](=[O:30])[CH2:29][CH:24]([C:18]2[CH:19]=[C:20]([Cl:23])[CH:21]=[CH:22][C:17]=2[Cl:16])[C:25]([C:32]([O:34][CH3:10])=[O:33])=[C:26]1[CH3:31])([CH3:9])([CH3:8])[CH3:7]. The catalyst class is: 9. (6) Reactant: [CH:1]1[C:14]2[C:5](=[CH:6][C:7]3[C:12]([C:13]=2[C:15](Cl)=[O:16])=[CH:11][CH:10]=[CH:9][CH:8]=3)[CH:4]=[CH:3][CH:2]=1.Cl.Cl.[CH2:20]([O:22][C:23]([CH:25]1[CH2:30][CH2:29][CH2:28][N:27]([CH:31]2[CH2:36][CH2:35][NH:34][CH2:33][CH2:32]2)[CH2:26]1)=[O:24])[CH3:21].C(N(CC)CC)C.[OH-].[Na+]. Product: [CH2:20]([O:22][C:23]([C@@H:25]1[CH2:30][CH2:29][CH2:28][N:27]([CH:31]2[CH2:32][CH2:33][N:34]([C:15]([C:13]3[C:14]4[C:5]([CH:6]=[C:7]5[C:12]=3[CH:11]=[CH:10][CH:9]=[CH:8]5)=[CH:4][CH:3]=[CH:2][CH:1]=4)=[O:16])[CH2:35][CH2:36]2)[CH2:26]1)=[O:24])[CH3:21]. The catalyst class is: 4. (7) Reactant: [CH:1]1([C:7]2[CH:20]=[CH:19][C:10]([O:11][CH2:12][CH:13]3[O:17][C:16]([NH2:18])=[N:15][CH2:14]3)=[CH:9][CH:8]=2)[CH2:6][CH2:5][CH2:4][CH2:3][CH2:2]1.[C:21](OCC)(=[O:25])[C:22]#[C:23][CH3:24]. Product: [CH:1]1([C:7]2[CH:20]=[CH:19][C:10]([O:11][CH2:12][CH:13]3[O:17][C:16]4=[N:18][C:21](=[O:25])[CH:22]=[C:23]([CH3:24])[N:15]4[CH2:14]3)=[CH:9][CH:8]=2)[CH2:2][CH2:3][CH2:4][CH2:5][CH2:6]1. The catalyst class is: 8. (8) The catalyst class is: 1. Reactant: [Br:1][C:2]1[N:3]=[C:4]([C:9]#[C:10][Si:11]([CH3:14])([CH3:13])[CH3:12])[C:5]([NH2:8])=[N:6][CH:7]=1.N1C=CC=CC=1.[C:21](Cl)(=[O:23])[CH3:22]. Product: [Br:1][C:2]1[N:3]=[C:4]([C:9]#[C:10][Si:11]([CH3:13])([CH3:12])[CH3:14])[C:5]([NH:8][C:21](=[O:23])[CH3:22])=[N:6][CH:7]=1. (9) Reactant: [C:1]([O:5][C:6]([N:8]1[CH2:13][CH2:12][N:11]([C:14]2[CH:23]=[C:22]3[C:17]([CH:18]=[C:19]([C:24]([O:26]CC)=[O:25])[N:20]=[CH:21]3)=[CH:16][CH:15]=2)[CH2:10][CH2:9]1)=[O:7])([CH3:4])([CH3:3])[CH3:2].[OH-].[Na+]. Product: [C:1]([O:5][C:6]([N:8]1[CH2:9][CH2:10][N:11]([C:14]2[CH:23]=[C:22]3[C:17]([CH:18]=[C:19]([C:24]([OH:26])=[O:25])[N:20]=[CH:21]3)=[CH:16][CH:15]=2)[CH2:12][CH2:13]1)=[O:7])([CH3:4])([CH3:2])[CH3:3]. The catalyst class is: 301. (10) Reactant: O=C1C2C(=CC=CC=2)C(=O)[N:3]1[O:12][CH:13]1[CH2:18][CH2:17][N:16]([C:19]([NH:28][C:29](=[O:35])[O:30][C:31]([CH3:34])([CH3:33])[CH3:32])=[N:20][C:21](=[O:27])[O:22][C:23]([CH3:26])([CH3:25])[CH3:24])[CH2:15][CH2:14]1.C(Cl)Cl.O.NN. Product: [NH2:3][O:12][CH:13]1[CH2:14][CH2:15][N:16]([C:19]([NH:28][C:29](=[O:35])[O:30][C:31]([CH3:34])([CH3:33])[CH3:32])=[N:20][C:21](=[O:27])[O:22][C:23]([CH3:25])([CH3:26])[CH3:24])[CH2:17][CH2:18]1. The catalyst class is: 8.